From a dataset of Forward reaction prediction with 1.9M reactions from USPTO patents (1976-2016). Predict the product of the given reaction. (1) Given the reactants [CH3:1][S:2][C:3]1[NH:4][CH2:5][CH2:6][N:7]=1.[CH3:8][S:9](Cl)(=[O:11])=[O:10], predict the reaction product. The product is: [CH3:8][S:9]([N:7]1[CH2:6][CH2:5][N:4]=[C:3]1[S:2][CH3:1])(=[O:11])=[O:10]. (2) Given the reactants [F:1][C:2]([F:33])([F:32])[C:3]1[CH:4]=[C:5]([CH:25]=[C:26]([C:28]([F:31])([F:30])[F:29])[CH:27]=1)[CH2:6][N:7]1[C@H:11]([CH3:12])[C@@H:10]([C:13]2[CH:18]=[C:17]([C:19]([F:22])([F:21])[F:20])[CH:16]=[CH:15][C:14]=2I)[O:9][C:8]1=[O:24].[CH:34]([C:37]1[CH:38]=[CH:39][C:40]([O:46][CH3:47])=[C:41](B(O)O)[CH:42]=1)([CH3:36])[CH3:35], predict the reaction product. The product is: [F:1][C:2]([F:33])([F:32])[C:3]1[CH:4]=[C:5]([CH:25]=[C:26]([C:28]([F:31])([F:30])[F:29])[CH:27]=1)[CH2:6][N:7]1[C@H:11]([CH3:12])[C@@H:10]([C:13]2[CH:18]=[C:17]([C:19]([F:22])([F:21])[F:20])[CH:16]=[CH:15][C:14]=2[C:41]2[CH:42]=[C:37]([CH:34]([CH3:36])[CH3:35])[CH:38]=[CH:39][C:40]=2[O:46][CH3:47])[O:9][C:8]1=[O:24]. (3) Given the reactants N1(S(N[C:9](=O)[C:10]2[CH:15]=C(Cl)C(OCC3(C(F)(F)F)CCCC3)=CC=2F)(=O)=O)CCC1.[N:30]1([S:34]([NH:37][C:38](=[O:57])[C:39]2[CH:44]=[C:43](Cl)[C:42]([O:46][CH2:47][CH:48]3[C:50]4([CH2:55][CH2:54][CH2:53][CH2:52][CH2:51]4)[CH2:49]3)=[CH:41][C:40]=2[F:56])(=[O:36])=[O:35])[CH2:33][CH2:32][CH2:31]1, predict the reaction product. The product is: [N:30]1([S:34]([NH:37][C:38](=[O:57])[C:39]2[CH:44]=[C:43]([CH:15]3[CH2:10][CH2:9]3)[C:42]([O:46][CH2:47][CH:48]3[C:50]4([CH2:55][CH2:54][CH2:53][CH2:52][CH2:51]4)[CH2:49]3)=[CH:41][C:40]=2[F:56])(=[O:36])=[O:35])[CH2:33][CH2:32][CH2:31]1. (4) The product is: [CH:23]1([S:26]([NH:29][C:30]([C@@:32]23[CH2:47][C@H:46]2[CH:45]=[CH:44][CH2:43][CH2:42][CH2:41][CH2:40][CH2:39][C@H:38]([NH:48][C:49](=[O:55])[O:50][C:51]([CH3:53])([CH3:54])[CH3:52])[C:37](=[O:56])[N:36]2[CH2:57][C@H:58]([O:60][C:2]4[C:11]5[C:6](=[C:7]([CH3:14])[C:8]([O:12][CH3:13])=[CH:9][CH:10]=5)[N:5]=[C:4]([C:15]5[S:16][CH:17]=[C:18]([CH:20]6[CH2:22][CH2:21]6)[N:19]=5)[CH:3]=4)[CH2:59][C@H:35]2[C:34](=[O:61])[NH:33]3)=[O:31])(=[O:28])=[O:27])[CH2:25][CH2:24]1. Given the reactants Cl[C:2]1[C:11]2[C:6](=[C:7]([CH3:14])[C:8]([O:12][CH3:13])=[CH:9][CH:10]=2)[N:5]=[C:4]([C:15]2[S:16][CH:17]=[C:18]([CH:20]3[CH2:22][CH2:21]3)[N:19]=2)[CH:3]=1.[CH:23]1([S:26]([NH:29][C:30]([C@@:32]23[CH2:47][C@H:46]2[CH:45]=[CH:44][CH2:43][CH2:42][CH2:41][CH2:40][CH2:39][C@H:38]([NH:48][C:49](=[O:55])[O:50][C:51]([CH3:54])([CH3:53])[CH3:52])[C:37](=[O:56])[N:36]2[CH2:57][C@H:58]([OH:60])[CH2:59][C@H:35]2[C:34](=[O:61])[NH:33]3)=[O:31])(=[O:28])=[O:27])[CH2:25][CH2:24]1.CC(C)([O-])C.[K+], predict the reaction product. (5) Given the reactants [CH3:1][O:2][C:3](=[O:27])[C:4]1[CH:9]=[CH:8][C:7](/[CH:10]=[CH:11]/[C:12](=[O:26])[C:13]2[C:14]([NH:19][C:20]3[CH:25]=[CH:24][CH:23]=[CH:22][CH:21]=3)=[N:15][CH:16]=[CH:17][CH:18]=2)=[CH:6][CH:5]=1.[H][H], predict the reaction product. The product is: [CH3:1][O:2][C:3](=[O:27])[C:4]1[CH:5]=[CH:6][C:7]([CH2:10][CH2:11][C:12](=[O:26])[C:13]2[C:14]([NH:19][C:20]3[CH:25]=[CH:24][CH:23]=[CH:22][CH:21]=3)=[N:15][CH:16]=[CH:17][CH:18]=2)=[CH:8][CH:9]=1. (6) Given the reactants [Cl:1][C:2]1[N:7]=[C:6](Cl)[C:5]([N+:9]([O-:11])=[O:10])=[CH:4][N:3]=1.[NH2:12][CH2:13][C:14]1[CH:15]=[N:16][CH:17]=[CH:18][CH:19]=1, predict the reaction product. The product is: [Cl:1][C:2]1[N:7]=[C:6]([NH:12][CH2:13][C:14]2[CH:15]=[N:16][CH:17]=[CH:18][CH:19]=2)[C:5]([N+:9]([O-:11])=[O:10])=[CH:4][N:3]=1. (7) Given the reactants [Cl:1][C:2]1[CH:7]=[C:6]([Cl:8])[CH:5]=[CH:4][C:3]=1[C:9]1[C:27](=[O:28])[N:26]([CH3:29])[C:12]2[N:13]([CH3:25])[C:14]3[C:19]([C:11]=2[CH:10]=1)=[CH:18][C:17]([C:20]1[NH:21][N:22]=[CH:23][CH:24]=1)=[CH:16][CH:15]=3.Cl[C:31]([O:33][CH2:34][C:35]([CH3:38])([CH3:37])[CH3:36])=[O:32], predict the reaction product. The product is: [CH3:36][C:35]([CH3:38])([CH3:37])[CH2:34][O:33][C:31]([N:22]1[CH:23]=[CH:24][C:20]([C:17]2[CH:18]=[C:19]3[C:14](=[CH:15][CH:16]=2)[N:13]([CH3:25])[C:12]2[N:26]([CH3:29])[C:27](=[O:28])[C:9]([C:3]4[CH:4]=[CH:5][C:6]([Cl:8])=[CH:7][C:2]=4[Cl:1])=[CH:10][C:11]3=2)=[N:21]1)=[O:32]. (8) Given the reactants [Br:1][C:2]1[CH:7]=[CH:6][C:5]([SH:8])=[C:4]([Cl:9])[CH:3]=1.[CH2:10]([N:12](CC)[CH2:13][CH3:14])[CH3:11].[C:17]([O-:20])([O-:19])=O.[Na+].[Na+].[CH:23]([O:25][C:26]([CH3:29])([CH3:28])[CH3:27])=[O:24].[C:30](#N)CC, predict the reaction product. The product is: [CH3:30][O:19][C:17]([C@@H:13]1[CH2:14][C@@H:11]([S:8][C:5]2[CH:6]=[CH:7][C:2]([Br:1])=[CH:3][C:4]=2[Cl:9])[CH2:10][N:12]1[C:23]([O:25][C:26]([CH3:29])([CH3:28])[CH3:27])=[O:24])=[O:20]. (9) Given the reactants [F:1][C:2]1[CH:3]=[C:4]2[CH:10]=[C:9]([C:11]3[C:19]4[C:14](=[CH:15][C:16]([O:22][CH3:23])=[C:17]([O:20][CH3:21])[CH:18]=4)[N:13]([CH2:24][CH2:25]I)[CH:12]=3)[N:8]([S:27]([C:30]3[CH:35]=[CH:34][C:33]([CH3:36])=[CH:32][CH:31]=3)(=[O:29])=[O:28])[C:5]2=[N:6][CH:7]=1.C(=O)([O-])[O-].[K+].[K+].[CH3:43][N:44]1[CH2:49][CH2:48][NH:47][CH2:46][CH2:45]1, predict the reaction product. The product is: [CH3:21][O:20][C:17]1[CH:18]=[C:19]2[C:14](=[CH:15][C:16]=1[O:22][CH3:23])[N:13]([CH2:24][CH2:25][N:47]1[CH2:48][CH2:49][N:44]([CH3:43])[CH2:45][CH2:46]1)[CH:12]=[C:11]2[C:9]1[N:8]([S:27]([C:30]2[CH:35]=[CH:34][C:33]([CH3:36])=[CH:32][CH:31]=2)(=[O:29])=[O:28])[C:5]2=[N:6][CH:7]=[C:2]([F:1])[CH:3]=[C:4]2[CH:10]=1. (10) Given the reactants [Cl:1][C:2]1[C:7]2[C:8]([I:11])=[CH:9][NH:10][C:6]=2[CH:5]=[CH:4][N:3]=1.[H-].[Na+].CS(O[C@@H:19]1[CH2:23][CH2:22][N:21]([C:24]([O:26][C:27]([CH3:30])([CH3:29])[CH3:28])=[O:25])[CH2:20]1)(=O)=O.C(OCC)(=O)C, predict the reaction product. The product is: [Cl:1][C:2]1[C:7]2[C:8]([I:11])=[CH:9][N:10]([C@H:23]3[CH2:19][CH2:20][N:21]([C:24]([O:26][C:27]([CH3:30])([CH3:29])[CH3:28])=[O:25])[CH2:22]3)[C:6]=2[CH:5]=[CH:4][N:3]=1.